From a dataset of NCI-60 drug combinations with 297,098 pairs across 59 cell lines. Regression. Given two drug SMILES strings and cell line genomic features, predict the synergy score measuring deviation from expected non-interaction effect. (1) Drug 1: CC12CCC3C(C1CCC2=O)CC(=C)C4=CC(=O)C=CC34C. Drug 2: CN(CC1=CN=C2C(=N1)C(=NC(=N2)N)N)C3=CC=C(C=C3)C(=O)NC(CCC(=O)O)C(=O)O. Cell line: SF-539. Synergy scores: CSS=73.2, Synergy_ZIP=-6.83, Synergy_Bliss=0.878, Synergy_Loewe=-9.24, Synergy_HSA=2.08. (2) Drug 1: CC1=C2C(C(=O)C3(C(CC4C(C3C(C(C2(C)C)(CC1OC(=O)C(C(C5=CC=CC=C5)NC(=O)OC(C)(C)C)O)O)OC(=O)C6=CC=CC=C6)(CO4)OC(=O)C)OC)C)OC. Drug 2: C1CCC(CC1)NC(=O)N(CCCl)N=O. Cell line: IGROV1. Synergy scores: CSS=36.4, Synergy_ZIP=-3.53, Synergy_Bliss=-4.19, Synergy_Loewe=-0.665, Synergy_HSA=1.80. (3) Drug 1: C1C(C(OC1N2C=NC3=C(N=C(N=C32)Cl)N)CO)O. Drug 2: C1CN1C2=NC(=NC(=N2)N3CC3)N4CC4. Cell line: MOLT-4. Synergy scores: CSS=87.1, Synergy_ZIP=-0.617, Synergy_Bliss=-0.721, Synergy_Loewe=-2.75, Synergy_HSA=1.22. (4) Drug 1: CCCS(=O)(=O)NC1=C(C(=C(C=C1)F)C(=O)C2=CNC3=C2C=C(C=N3)C4=CC=C(C=C4)Cl)F. Drug 2: CCC1(CC2CC(C3=C(CCN(C2)C1)C4=CC=CC=C4N3)(C5=C(C=C6C(=C5)C78CCN9C7C(C=CC9)(C(C(C8N6C)(C(=O)OC)O)OC(=O)C)CC)OC)C(=O)OC)O.OS(=O)(=O)O. Cell line: HCC-2998. Synergy scores: CSS=48.3, Synergy_ZIP=17.0, Synergy_Bliss=16.9, Synergy_Loewe=-33.3, Synergy_HSA=7.32. (5) Drug 1: C1C(C(OC1N2C=C(C(=O)NC2=O)F)CO)O. Drug 2: C(CC(=O)O)C(=O)CN.Cl. Cell line: HS 578T. Synergy scores: CSS=44.3, Synergy_ZIP=-3.96, Synergy_Bliss=-2.62, Synergy_Loewe=-31.1, Synergy_HSA=-1.13. (6) Drug 1: C1CCC(CC1)NC(=O)N(CCCl)N=O. Drug 2: C1=NC2=C(N1)C(=S)N=C(N2)N. Cell line: NCI/ADR-RES. Synergy scores: CSS=31.3, Synergy_ZIP=-5.54, Synergy_Bliss=-5.82, Synergy_Loewe=-13.5, Synergy_HSA=-2.37.